From a dataset of Full USPTO retrosynthesis dataset with 1.9M reactions from patents (1976-2016). Predict the reactants needed to synthesize the given product. (1) Given the product [F:15][C:16]([F:24])([F:25])[C:17]1[CH:18]=[C:19]([NH:20][CH:2]2[CH2:7][CH2:6][N:5]([C:8]([O:10][C:11]([CH3:14])([CH3:13])[CH3:12])=[O:9])[CH2:4][CH2:3]2)[CH:21]=[CH:22][CH:23]=1, predict the reactants needed to synthesize it. The reactants are: O=[C:2]1[CH2:7][CH2:6][N:5]([C:8]([O:10][C:11]([CH3:14])([CH3:13])[CH3:12])=[O:9])[CH2:4][CH2:3]1.[F:15][C:16]([F:25])([F:24])[C:17]1[CH:18]=[C:19]([CH:21]=[CH:22][CH:23]=1)[NH2:20].C(O[BH-](OC(=O)C)OC(=O)C)(=O)C.[Na+].C([O-])(O)=O.[Na+]. (2) Given the product [F:19][C:20]1[CH:21]=[C:22]([C:26]#[C:27][C:28]2[CH2:42][C:31]3([CH2:34][NH:33][CH2:32]3)[O:30][N:29]=2)[CH:23]=[CH:24][CH:25]=1, predict the reactants needed to synthesize it. The reactants are: C1(C#CC2CC3(CCNCC3)ON=2)C=CC=CC=1.[F:19][C:20]1[CH:21]=[C:22]([C:26]#[C:27][C:28]2[CH2:42][C:31]3([CH2:34][N:33](C(OC(C)(C)C)=O)[CH2:32]3)[O:30][N:29]=2)[CH:23]=[CH:24][CH:25]=1.